Task: Predict the product of the given reaction.. Dataset: Forward reaction prediction with 1.9M reactions from USPTO patents (1976-2016) (1) Given the reactants [NH:1]1[CH2:6][CH2:5][CH:4]([CH2:7][O:8][C:9]2[CH:18]=[CH:17][CH:16]=[C:15]3[C:10]=2[C:11]([NH2:20])=[N:12][C:13]([NH2:19])=[N:14]3)[CH2:3][CH2:2]1.[F:21][C:22]1[CH:27]=[C:26]([F:28])[CH:25]=[CH:24][C:23]=1[S:29](Cl)(=[O:31])=[O:30], predict the reaction product. The product is: [F:21][C:22]1[CH:27]=[C:26]([F:28])[CH:25]=[CH:24][C:23]=1[S:29]([C:4]1([CH2:7][O:8][C:9]2[CH:18]=[CH:17][CH:16]=[C:15]3[C:10]=2[C:11]([NH2:20])=[N:12][C:13]([NH2:19])=[N:14]3)[CH2:5][CH2:6][NH:1][CH2:2][CH2:3]1)(=[O:31])=[O:30]. (2) Given the reactants BrCCCCCCCCO.Br[CH2:12][CH2:13][CH2:14][CH2:15][CH2:16][CH2:17][CH2:18][CH2:19][O:20][CH:21]1[CH2:26][CH2:25][CH2:24][CH2:23][O:22]1.[O:27]([CH2:34][CH2:35][OH:36])[C:28]1[CH:33]=[CH:32][CH:31]=[CH:30][CH:29]=1, predict the reaction product. The product is: [O:27]([CH2:34][CH2:35][O:36][CH2:12][CH2:13][CH2:14][CH2:15][CH2:16][CH2:17][CH2:18][CH2:19][O:20][CH:21]1[CH2:26][CH2:25][CH2:24][CH2:23][O:22]1)[C:28]1[CH:33]=[CH:32][CH:31]=[CH:30][CH:29]=1.